From a dataset of Reaction yield outcomes from USPTO patents with 853,638 reactions. Predict the reaction yield, written as a fraction of the theoretical maximum amount of product (1.0 means a 100% yield; for example, 0.34 means a 34% yield). (1) The reactants are [Cl:1][C:2]1[CH:3]=[C:4]([NH:9][C:10]2[C:19]3[C:14](=[CH:15][C:16]([O:22][C@@H:23]4[CH2:27][NH:26][C@H:25]([C:28]([N:30]([CH3:32])[CH3:31])=[O:29])[CH2:24]4)=[C:17]([O:20][CH3:21])[CH:18]=3)[N:13]=[CH:12][N:11]=2)[CH:5]=[CH:6][C:7]=1[F:8].S([O-])([O-])(=O)=O.[Mg+2].C=O.[C:41]([BH3-])#N.[Na+]. The yield is 0.0500. The product is [NH3:9].[Cl:1][C:2]1[CH:3]=[C:4]([NH:9][C:10]2[C:19]3[C:14](=[CH:15][C:16]([O:22][C@@H:23]4[CH2:27][N:26]([CH3:41])[C@H:25]([C:28]([N:30]([CH3:31])[CH3:32])=[O:29])[CH2:24]4)=[C:17]([O:20][CH3:21])[CH:18]=3)[N:13]=[CH:12][N:11]=2)[CH:5]=[CH:6][C:7]=1[F:8]. The catalyst is CO. (2) The reactants are Br[C:2]1[CH:3]=[C:4]([C:16]([O:18][CH3:19])=[O:17])[C:5]2[CH:6]=[N:7][N:8]([CH:11]3[CH2:15][CH2:14][CH2:13][CH2:12]3)[C:9]=2[CH:10]=1.[OH:20][C:21]1[CH:22]=[C:23](B(O)O)[CH:24]=[CH:25][CH:26]=1.C([O-])([O-])=O.[Na+].[Na+].CO.C(Cl)Cl. The catalyst is O1CCOCC1.C1C=CC([P]([Pd]([P](C2C=CC=CC=2)(C2C=CC=CC=2)C2C=CC=CC=2)([P](C2C=CC=CC=2)(C2C=CC=CC=2)C2C=CC=CC=2)[P](C2C=CC=CC=2)(C2C=CC=CC=2)C2C=CC=CC=2)(C2C=CC=CC=2)C2C=CC=CC=2)=CC=1. The product is [CH:11]1([N:8]2[C:9]3[CH:10]=[C:2]([C:25]4[CH:24]=[CH:23][CH:22]=[C:21]([OH:20])[CH:26]=4)[CH:3]=[C:4]([C:16]([O:18][CH3:19])=[O:17])[C:5]=3[CH:6]=[N:7]2)[CH2:15][CH2:14][CH2:13][CH2:12]1. The yield is 0.610.